Dataset: Reaction yield outcomes from USPTO patents with 853,638 reactions. Task: Predict the reaction yield, written as a fraction of the theoretical maximum amount of product (1.0 means a 100% yield; for example, 0.34 means a 34% yield). The reactants are [CH3:1][C:2]1[C:7]([B:8]2[O:12][C:11]([CH3:14])([CH3:13])[C:10]([CH3:16])([CH3:15])[O:9]2)=[CH:6][CH:5]=[CH:4][C:3]=1[NH:17][C:18](=[O:25])[CH2:19][C:20]1[S:21][CH:22]=[CH:23][N:24]=1.C1N=CN([C:31](N2C=NC=C2)=[O:32])C=1. The catalyst is C1(C)C=CC=CC=1. The product is [CH3:1][C:2]1[C:7]([B:8]2[O:12][C:11]([CH3:13])([CH3:14])[C:10]([CH3:16])([CH3:15])[O:9]2)=[CH:6][CH:5]=[CH:4][C:3]=1[N:17]1[C:18](=[O:25])[CH:19]=[C:20]2[S:21][CH:22]=[CH:23][N:24]2[C:31]1=[O:32]. The yield is 0.340.